Task: Predict the reaction yield, written as a fraction of the theoretical maximum amount of product (1.0 means a 100% yield; for example, 0.34 means a 34% yield).. Dataset: Reaction yield outcomes from USPTO patents with 853,638 reactions (1) The reactants are [BH4-].[Na+].[Br:3][C:4]1[CH:5]=[CH:6][C:7]([Cl:13])=[C:8]([C:10](=[O:12])[CH3:11])[CH:9]=1. The catalyst is CO. The product is [Br:3][C:4]1[CH:5]=[CH:6][C:7]([Cl:13])=[C:8]([CH:10]([OH:12])[CH3:11])[CH:9]=1. The yield is 0.990. (2) The reactants are S(C)C.[CH3:4][C:5]1[CH:6]=[C:7]2[C:11](=[CH:12][CH:13]=1)[C:10](=[O:14])[CH:9]=[C:8]2[C:15]1[CH:20]=[CH:19][CH:18]=[CH:17][CH:16]=1.CO. The catalyst is C1COCC1. The product is [CH3:4][C:5]1[CH:6]=[C:7]2[C:11](=[CH:12][CH:13]=1)[C@@H:10]([OH:14])[CH:9]=[C:8]2[C:15]1[CH:20]=[CH:19][CH:18]=[CH:17][CH:16]=1. The yield is 0.950. (3) The reactants are [Cl:1][C:2]1[N:3]=[C:4]([N:13]2[CH2:18][CH2:17][O:16][CH2:15][CH2:14]2)[C:5]2[S:10][C:9]([CH:11]=[O:12])=[CH:8][C:6]=2[N:7]=1.[BH4-].[Na+]. The catalyst is C1COCC1. The product is [Cl:1][C:2]1[N:3]=[C:4]([N:13]2[CH2:14][CH2:15][O:16][CH2:17][CH2:18]2)[C:5]2[S:10][C:9]([CH2:11][OH:12])=[CH:8][C:6]=2[N:7]=1. The yield is 0.910. (4) No catalyst specified. The reactants are [F:1][C:2]([F:13])([F:12])[C:3]1[CH:4]=[C:5]([CH2:9][C:10]#[N:11])[CH:6]=[CH:7][CH:8]=1.CO[CH:16](OC)[N:17]([CH3:19])[CH3:18].CN(C)CCN(C)C. The yield is 0.500. The product is [CH3:18][N:17]([CH3:19])[CH:16]=[C:9]([C:5]1[CH:6]=[CH:7][CH:8]=[C:3]([C:2]([F:1])([F:12])[F:13])[CH:4]=1)[C:10]#[N:11]. (5) The reactants are C([O:8][C:9]1[CH:10]=[C:11]2[C:16](=[CH:17][C:18]=1[O:19][CH3:20])[N:15]=[CH:14][N:13]=[C:12]2[O:21][C:22]1[CH:23]=[C:24]([CH:26]=[CH:27][CH:28]=1)[NH2:25])C1C=CC=CC=1. The catalyst is C(O)C.C1COCC1.[Pd]. The product is [NH2:25][C:24]1[CH:23]=[C:22]([CH:28]=[CH:27][CH:26]=1)[O:21][C:12]1[C:11]2[C:16](=[CH:17][C:18]([O:19][CH3:20])=[C:9]([OH:8])[CH:10]=2)[N:15]=[CH:14][N:13]=1. The yield is 0.743. (6) The reactants are [O:1]=[C:2]1[CH2:5][C:4]2([CH2:10][CH2:9][N:8]([C:11]([O:13][C:14]([CH3:17])([CH3:16])[CH3:15])=[O:12])[CH2:7][CH2:6]2)[CH2:3]1.[BH4-].[Na+].C([O-])(O)=O.[Na+]. The catalyst is CO. The product is [OH:1][CH:2]1[CH2:5][C:4]2([CH2:10][CH2:9][N:8]([C:11]([O:13][C:14]([CH3:17])([CH3:16])[CH3:15])=[O:12])[CH2:7][CH2:6]2)[CH2:3]1. The yield is 0.570. (7) The reactants are C1(P(C2C=CC=CC=2)C2C=CC=CC=2)C=CC=CC=1.[F:20][C:21]([F:49])([F:48])[C:22]1[C:26]([CH2:27]O)=[CH:25][N:24]([C:29]([C:42]2[CH:47]=[CH:46][CH:45]=[CH:44][CH:43]=2)([C:36]2[CH:41]=[CH:40][CH:39]=[CH:38][CH:37]=2)[C:30]2[CH:35]=[CH:34][CH:33]=[CH:32][CH:31]=2)[N:23]=1.C(Br)(Br)(Br)[Br:51]. The catalyst is ClCCl. The product is [Br:51][CH2:27][C:26]1[C:22]([C:21]([F:49])([F:48])[F:20])=[N:23][N:24]([C:29]([C:42]2[CH:47]=[CH:46][CH:45]=[CH:44][CH:43]=2)([C:36]2[CH:41]=[CH:40][CH:39]=[CH:38][CH:37]=2)[C:30]2[CH:35]=[CH:34][CH:33]=[CH:32][CH:31]=2)[CH:25]=1. The yield is 0.430.